This data is from Reaction yield outcomes from USPTO patents with 853,638 reactions. The task is: Predict the reaction yield, written as a fraction of the theoretical maximum amount of product (1.0 means a 100% yield; for example, 0.34 means a 34% yield). (1) The reactants are C([C:3]1([C:9]([OH:11])=[O:10])[CH2:8][CH2:7][O:6][CH2:5][CH2:4]1)#N.Cl. No catalyst specified. The product is [O:6]1[CH2:7][CH2:8][CH:3]([C:9]([OH:11])=[O:10])[CH2:4][CH2:5]1. The yield is 0.880. (2) The reactants are [CH:1]1([NH:6][CH2:7][C:8]([OH:15])([CH3:14])[C:9]([O:11][CH2:12][CH3:13])=[O:10])[CH2:5][CH2:4][CH2:3][CH2:2]1.[CH2:16](Br)[C:17]1[CH:22]=[CH:21][CH:20]=[CH:19][CH:18]=1.C([O-])([O-])=O.[K+].[K+].CCOC(C)=O. The catalyst is C(#N)C. The product is [CH2:16]([N:6]([CH:1]1[CH2:2][CH2:3][CH2:4][CH2:5]1)[CH2:7][C:8]([OH:15])([CH3:14])[C:9]([O:11][CH2:12][CH3:13])=[O:10])[C:17]1[CH:22]=[CH:21][CH:20]=[CH:19][CH:18]=1. The yield is 0.770. (3) The reactants are FC1C=CC(C2C=C(COS(C)(=O)=O)C(=O)N(CC(C)C)N=2)=CC=1C.[F:26][C:27]1[CH:28]=[C:29]([C:34]2[CH:35]=[C:36]([C:45]([O:47]C)=[O:46])[C:37](=[O:44])[N:38]([CH2:40][CH:41]([CH3:43])[CH3:42])[N:39]=2)[CH:30]=[CH:31][C:32]=1[F:33]. No catalyst specified. The product is [C:45]([C:36]1[C:37](=[O:44])[N:38]([CH2:40][CH:41]([CH3:42])[CH3:43])[N:39]=[C:34]([C:29]2[CH:30]=[CH:31][C:32]([F:33])=[C:27]([F:26])[CH:28]=2)[CH:35]=1)([OH:47])=[O:46]. The yield is 0.914.